Dataset: Forward reaction prediction with 1.9M reactions from USPTO patents (1976-2016). Task: Predict the product of the given reaction. Given the reactants [Br:1][C:2]1[CH:9]=[CH:8][C:5]([CH:6]=O)=[C:4]([F:10])[CH:3]=1.[N:11]1([C:17]([O:19][C:20]([CH3:23])([CH3:22])[CH3:21])=[O:18])[CH2:16][CH2:15][NH:14][CH2:13][CH2:12]1.C(N(CC)CC)C.C(O[BH-](OC(=O)C)OC(=O)C)(=O)C.[Na+], predict the reaction product. The product is: [Br:1][C:2]1[CH:9]=[CH:8][C:5]([CH2:6][N:14]2[CH2:13][CH2:12][N:11]([C:17]([O:19][C:20]([CH3:23])([CH3:22])[CH3:21])=[O:18])[CH2:16][CH2:15]2)=[C:4]([F:10])[CH:3]=1.